Dataset: Catalyst prediction with 721,799 reactions and 888 catalyst types from USPTO. Task: Predict which catalyst facilitates the given reaction. (1) Reactant: [Cl:1][C:2]1[C:3]2[C:7]([CH:8]=[CH:9][C:10]=1[CH3:11])=[N:6][N:5]1[C:12]([CH:17]3[CH2:22][CH2:21][N:20](C(OC(C)(C)C)=O)[CH2:19][CH2:18]3)=[CH:13][C:14](=[O:16])[NH:15][C:4]=21.Cl. Product: [ClH:1].[Cl:1][C:2]1[C:3]2[C:7]([CH:8]=[CH:9][C:10]=1[CH3:11])=[N:6][N:5]1[C:12]([CH:17]3[CH2:18][CH2:19][NH:20][CH2:21][CH2:22]3)=[CH:13][C:14](=[O:16])[NH:15][C:4]=21. The catalyst class is: 12. (2) The catalyst class is: 3. Reactant: [CH2:1]([O:3][C:4]1[CH:9]=[CH:8][C:7]([C:10]2[CH:11]=[CH:12][C:13]3[N:14]([CH:16]=[C:17]([CH3:19])[N:18]=3)[N:15]=2)=[CH:6][C:5]=1[O:20][CH3:21])[CH3:2].C1C(=O)N([Br:29])C(=O)C1. Product: [Br:29][C:16]1[N:14]2[N:15]=[C:10]([C:7]3[CH:8]=[CH:9][C:4]([O:3][CH2:1][CH3:2])=[C:5]([O:20][CH3:21])[CH:6]=3)[CH:11]=[CH:12][C:13]2=[N:18][C:17]=1[CH3:19]. (3) Reactant: [C:1]([NH:9][NH:10][C:11](=[O:19])[C:12]1[CH:17]=[CH:16][C:15]([Br:18])=[CH:14][CH:13]=1)(=O)[C:2]1[CH:7]=[CH:6][CH:5]=[CH:4][CH:3]=1. Product: [Br:18][C:15]1[CH:14]=[CH:13][C:12]([C:11]2[O:19][C:1]([C:2]3[CH:3]=[CH:4][CH:5]=[CH:6][CH:7]=3)=[N:9][N:10]=2)=[CH:17][CH:16]=1. The catalyst class is: 286.